This data is from Full USPTO retrosynthesis dataset with 1.9M reactions from patents (1976-2016). The task is: Predict the reactants needed to synthesize the given product. (1) Given the product [Cl:1][C:2]1[N:3]=[C:4]([NH:22][CH3:21])[C:5]2[CH2:11][O:10][CH2:9][CH:8]([C:12]3[CH:17]=[CH:16][C:15]([Cl:18])=[CH:14][CH:13]=3)[C:6]=2[N:7]=1, predict the reactants needed to synthesize it. The reactants are: [Cl:1][C:2]1[N:3]=[C:4](Cl)[C:5]2[CH2:11][O:10][CH2:9][CH:8]([C:12]3[CH:17]=[CH:16][C:15]([Cl:18])=[CH:14][CH:13]=3)[C:6]=2[N:7]=1.Cl.[CH3:21][NH2:22]. (2) Given the product [N+:1]([C:4]1[CH:5]=[C:6]([NH:7][C:11](=[O:18])[C:12]2[CH:17]=[CH:16][N:15]=[CH:14][CH:13]=2)[CH:8]=[CH:9][CH:10]=1)([O-:3])=[O:2], predict the reactants needed to synthesize it. The reactants are: [N+:1]([C:4]1[CH:5]=[C:6]([CH:8]=[CH:9][CH:10]=1)[NH2:7])([O-:3])=[O:2].[C:11](O)(=[O:18])[C:12]1[CH:17]=[CH:16][N:15]=[CH:14][CH:13]=1. (3) Given the product [CH3:10][O:11][C:12](=[O:28])[C:13]1[CH:14]=[CH:15][C:16]([N:19]2[C:27]3[C:26](=[CH:25][CH:24]=[CH:23][CH:22]=3)[CH:21]=[N:20]2)=[CH:17][CH:18]=1, predict the reactants needed to synthesize it. The reactants are: N1C2C(=CC=CC=2)C=N1.[CH3:10][O:11][C:12](=[O:28])[C:13]1[CH:18]=[CH:17][C:16]([N:19]2[CH:27]=[C:26]3[C:21]([CH:22]=[CH:23][CH:24]=[CH:25]3)=[N:20]2)=[CH:15][CH:14]=1. (4) Given the product [NH:1]([C:8]1[CH:9]=[CH:14][CH:13]=[CH:12][N:11]=1)[C:2]1[CH:7]=[CH:6][CH:5]=[CH:4][CH:3]=1, predict the reactants needed to synthesize it. The reactants are: [NH:1]([CH2:8][C:9]1C=[N:11][CH:12]=[CH:13][CH:14]=1)[C:2]1[CH:7]=[CH:6][CH:5]=[CH:4][CH:3]=1.C(NC1C=CC=CC=1)C1C=CC=CC=1.C(=O)C1C=CC=NC=1. (5) The reactants are: Cl.[Cl:2][C:3]1[CH:4]=[C:5]([CH3:16])[C:6]([S:11]([CH2:14][CH3:15])(=[O:13])=[O:12])=[C:7]([CH2:9][NH2:10])[CH:8]=1.[Cl:17][C:18]1[CH:19]=[C:20]([CH:24]=[C:25]([C:43]([F:46])([F:45])[F:44])[C:26]=1[CH2:27][N:28]1[CH2:33][CH2:32][CH2:31][C@H:30]([N:34](C)[C:35](OC(C)(C)C)=O)[CH2:29]1)[C:21](O)=[O:22]. Given the product [Cl:17][C:18]1[CH:19]=[C:20]([CH:24]=[C:25]([C:43]([F:46])([F:44])[F:45])[C:26]=1[CH2:27][N:28]1[CH2:33][CH2:32][CH2:31][C@H:30]([NH:34][CH3:35])[CH2:29]1)[C:21]([NH:10][CH2:9][C:7]1[CH:8]=[C:3]([Cl:2])[CH:4]=[C:5]([CH3:16])[C:6]=1[S:11]([CH2:14][CH3:15])(=[O:13])=[O:12])=[O:22], predict the reactants needed to synthesize it. (6) Given the product [C:92]([O:91][C:89](=[O:90])[N:87]([C@H:85]([C:84](=[O:96])[NH:83][C@@H:76]([CH:77]1[CH2:78][CH2:79][CH2:80][CH2:81][CH2:82]1)[C:75]([N:59]1[CH2:58][C@@H:57]([NH2:56])[CH2:61][C@H:60]1[C:62](=[O:74])[NH:63][C@H:64]1[C:73]2[C:68](=[CH:69][CH:70]=[CH:71][CH:72]=2)[CH2:67][CH2:66][CH2:65]1)=[O:97])[CH3:86])[CH3:88])([CH3:93])([CH3:94])[CH3:95], predict the reactants needed to synthesize it. The reactants are: C(OC(=O)N([C@H](C(=O)N[C@@H](C1CCCCC1)C(N1C[C@@H](N)C[C@H]1C(=O)NCC1C=CC=CC=1)=O)C)C)(C)(C)C.C1C2C(COC(=O)[NH:56][C@H:57]3[CH2:61][C@@H:60]([C:62](=[O:74])[NH:63][C@H:64]4[C:73]5[C:68](=[CH:69][CH:70]=[CH:71][CH:72]=5)[CH2:67][CH2:66][CH2:65]4)[N:59]([C:75](=[O:97])[C@@H:76]([NH:83][C:84](=[O:96])[C@@H:85]([N:87]([C:89]([O:91][C:92]([CH3:95])([CH3:94])[CH3:93])=[O:90])[CH3:88])[CH3:86])[CH:77]4[CH2:82][CH2:81][CH2:80][CH2:79][CH2:78]4)[CH2:58]3)C3C(=CC=CC=3)C=2C=CC=1. (7) Given the product [F:32][C:33]([F:38])([F:37])[C:34]([OH:36])=[O:35].[NH2:20][C@@H:6]([CH2:5][C:4]1[CH:28]=[C:29]([F:31])[CH:30]=[C:2]([F:1])[CH:3]=1)[C@@H:7]([OH:19])[CH2:8][NH:9][CH2:10][C:11]1[CH:16]=[CH:15][CH:14]=[C:13]([O:17][CH3:18])[CH:12]=1, predict the reactants needed to synthesize it. The reactants are: [F:1][C:2]1[CH:3]=[C:4]([CH:28]=[C:29]([F:31])[CH:30]=1)[CH2:5][C@H:6]([NH:20]C(=O)OC(C)(C)C)[C@@H:7]([OH:19])[CH2:8][NH:9][CH2:10][C:11]1[CH:16]=[CH:15][CH:14]=[C:13]([O:17][CH3:18])[CH:12]=1.[F:32][C:33]([F:38])([F:37])[C:34]([OH:36])=[O:35].